Dataset: Plasma protein binding rate (PPBR) regression data from AstraZeneca. Task: Regression/Classification. Given a drug SMILES string, predict its absorption, distribution, metabolism, or excretion properties. Task type varies by dataset: regression for continuous measurements (e.g., permeability, clearance, half-life) or binary classification for categorical outcomes (e.g., BBB penetration, CYP inhibition). For this dataset (ppbr_az), we predict Y. (1) The drug is O=C(Nc1cccc2cccnc12)c1ccc(N2C(=O)[C@H]3[C@H]4C=C[C@H](C4)[C@H]3C2=O)cc1. The Y is 98.9 %. (2) The molecule is Cc1nc(CSc2nc(N[C@H](C)CO)c3sc(=O)[nH]c3n2)cs1. The Y is 99.1 %. (3) The drug is O=C(O)c1cccnc1. The Y is 44.8 %. (4) The Y is 99.6 %. The molecule is O=C(O)COc1ccc([N+](=O)[O-])cc1-c1ccccc1. (5) The drug is CC(C)Cn1c(=O)n(C)c(=O)c2c(C(=O)N3CC(C)(O)C3)c(Cc3ccccc3C(F)(F)F)sc21. The Y is 93.1 %. (6) The Y is 91.5 %. The molecule is Cc1cc(Nc2cncc(N[C@@H](C)c3ncc(F)cn3)n2)n[nH]1. (7) The molecule is CO[C@H]1CN(CCn2c(=O)ccc3ccc(C#N)cc32)CC[C@H]1NCc1ccc2c(n1)NC(=O)CO2. The Y is 46.5 %. (8) The molecule is CC(O)(C(=O)Nc1cccc(S(=O)(=O)c2ccccc2)c1)C(F)(F)F. The Y is 90.9 %. (9) The compound is O=C1NC(=O)/C(=C/c2cccc(Cl)c2N2CCNCC2)S1. The Y is 92.2 %. (10) The drug is COc1ccc(Cl)cc1C(=O)NCCc1ccc(S(=O)(=O)NC(=O)NC2CCCCC2)cc1. The Y is 99.9 %.